From a dataset of Peptide-MHC class I binding affinity with 185,985 pairs from IEDB/IMGT. Regression. Given a peptide amino acid sequence and an MHC pseudo amino acid sequence, predict their binding affinity value. This is MHC class I binding data. The peptide sequence is ILRPLGIEY. The MHC is HLA-A68:02 with pseudo-sequence HLA-A68:02. The binding affinity (normalized) is 0.0847.